This data is from Experimentally validated miRNA-target interactions with 360,000+ pairs, plus equal number of negative samples. The task is: Binary Classification. Given a miRNA mature sequence and a target amino acid sequence, predict their likelihood of interaction. (1) The miRNA is hsa-miR-548t-5p with sequence CAAAAGUGAUCGUGGUUUUUG. The protein sequence of the target gene is MFPLLIVLSQLPRLTLAVPHCIRSLKDSEHAPEEVFASKEAANIFMHRRLLNNRFDLELFTPGDLERECYEEFCSYEEAREILGDDENTIKFWQTYSIKGPTTGSDVNKEKIDVMSLLTGLIVAGVFLVIFGLVGYYVCLTKCKRRPYPSSSANYTRTARYTPSIVFRSPEEAVLSPSTSSEDAGLPSYEQAVALTRKHSVSPPPPYPGPARGFRVFKKSMSLPSH. Result: 0 (no interaction). (2) The miRNA is hsa-miR-3126-5p with sequence UGAGGGACAGAUGCCAGAAGCA. The protein sequence of the target gene is MTDQAFVTLTTNDAYAKGALVLGSSLKQHRTTRRLVVLATPQVSDSMRKVLETVFDEVIMVDVLDSGDSAHLTLMKRPELGVTLTKLHCWSLTQYSKCVFMDADTLVLANIDDLFDREELSAAPDPGWPDCFNSGVFVYQPSVETYNQLLHLASEQGSFDGGDQGILNTFFSSWATTDIRKHLPFIYNLSSISIYSYLPAFKVFGASAKVVHFLGRVKPWNYTYDPKTKSVKSEAHDPNMTHPEFLILWWNIFTTNVLPLLQQFGLVKDTCSYVNVLSDLVYTLAFSCGFCRKEDVSGAI.... Result: 0 (no interaction).